Dataset: Catalyst prediction with 721,799 reactions and 888 catalyst types from USPTO. Task: Predict which catalyst facilitates the given reaction. (1) Reactant: [NH2:1][C:2]1[N:7]=[CH:6][C:5]([N:8]2[CH2:13][CH2:12][N:11]([C:14]([O:16][C:17]([CH3:20])([CH3:19])[CH3:18])=[O:15])[CH2:10][C@H:9]2[CH3:21])=[CH:4][CH:3]=1.Br[C:23]1[C:24](=[O:31])[N:25]([CH3:30])[CH:26]=[C:27]([Br:29])[CH:28]=1.C(=O)([O-])[O-].[Cs+].[Cs+].CC1(C)C2C(=C(P(C3C=CC=CC=3)C3C=CC=CC=3)C=CC=2)OC2C(P(C3C=CC=CC=3)C3C=CC=CC=3)=CC=CC1=2. Product: [C:17]([O:16][C:14]([N:11]1[CH2:12][CH2:13][N:8]([C:5]2[CH:6]=[N:7][C:2]([NH:1][C:23]3[C:24](=[O:31])[N:25]([CH3:30])[CH:26]=[C:27]([Br:29])[CH:28]=3)=[CH:3][CH:4]=2)[C@H:9]([CH3:21])[CH2:10]1)=[O:15])([CH3:20])([CH3:19])[CH3:18]. The catalyst class is: 102. (2) Reactant: [CH3:1][N:2]1[CH2:7][CH2:6][N:5]([C:8]2[CH:13]=[CH:12][C:11]([NH:14][C:15]3[N:20]=[C:19]([NH:21][C:22]4[CH:23]=[C:24]([CH2:28][C:29]#[N:30])[CH:25]=[CH:26][CH:27]=4)[CH:18]=[CH:17][N:16]=3)=[CH:10][C:9]=2[C:31]([F:34])([F:33])[F:32])[CH2:4][CH2:3]1.[OH:35][S:36]([OH:39])(=[O:38])=[O:37]. Product: [S:36]([OH:39])([OH:38])(=[O:37])=[O:35].[CH3:1][N:2]1[CH2:7][CH2:6][N:5]([C:8]2[CH:13]=[CH:12][C:11]([NH:14][C:15]3[N:20]=[C:19]([NH:21][C:22]4[CH:23]=[C:24]([CH2:28][C:29]#[N:30])[CH:25]=[CH:26][CH:27]=4)[CH:18]=[CH:17][N:16]=3)=[CH:10][C:9]=2[C:31]([F:33])([F:34])[F:32])[CH2:4][CH2:3]1. The catalyst class is: 41. (3) The catalyst class is: 20. Reactant: [Br:1][C:2]1[CH:7]=[CH:6][C:5]([C:8]2[C:20]3[C:11](=[CH:12][C:13]4[CH:14]=[C:15]([C:25]([O:27]CC)=[O:26])[CH:16]([C:21]([F:24])([F:23])[F:22])[O:17][C:18]=4[CH:19]=3)[O:10][CH:9]=2)=[CH:4][CH:3]=1.O.[OH-].[Li+].C(O)C. Product: [Br:1][C:2]1[CH:7]=[CH:6][C:5]([C:8]2[C:20]3[C:11](=[CH:12][C:13]4[CH:14]=[C:15]([C:25]([OH:27])=[O:26])[CH:16]([C:21]([F:24])([F:22])[F:23])[O:17][C:18]=4[CH:19]=3)[O:10][CH:9]=2)=[CH:4][CH:3]=1.